This data is from Forward reaction prediction with 1.9M reactions from USPTO patents (1976-2016). The task is: Predict the product of the given reaction. (1) Given the reactants [C:1]([C:3]1[CH:4]=[C:5]([C:9]2[CH:10]=[C:11]([C:27]([O:29]C)=[O:28])[C:12]3[CH2:13][CH2:14][N:15]([CH:20]([CH2:24][CH2:25][CH3:26])[CH2:21][CH2:22][CH3:23])[C:16](=[O:19])[C:17]=3[CH:18]=2)[CH:6]=[CH:7][CH:8]=1)#[N:2].[OH-].[Na+], predict the reaction product. The product is: [C:1]([C:3]1[CH:4]=[C:5]([C:9]2[CH:10]=[C:11]([C:27]([OH:29])=[O:28])[C:12]3[CH2:13][CH2:14][N:15]([CH:20]([CH2:21][CH2:22][CH3:23])[CH2:24][CH2:25][CH3:26])[C:16](=[O:19])[C:17]=3[CH:18]=2)[CH:6]=[CH:7][CH:8]=1)#[N:2]. (2) Given the reactants [Br:1][C:2]1[CH:10]=[CH:9][CH:8]=[CH:7][C:3]=1[CH2:4][NH:5][CH3:6].C(N(CC)CC)C.[C:18]([O:21][CH2:22][C:23](Cl)=[O:24])(=[O:20])[CH3:19], predict the reaction product. The product is: [Br:1][C:2]1[CH:10]=[CH:9][CH:8]=[CH:7][C:3]=1[CH2:4][N:5]([CH3:6])[C:23]([CH2:22][O:21][C:18](=[O:20])[CH3:19])=[O:24]. (3) Given the reactants Cl[C:2]1[S:3][C:4]2[CH:10]=[C:9]([Cl:11])[CH:8]=[CH:7][C:5]=2[N:6]=1.[NH:12]1[CH2:17][CH2:16][NH:15][CH2:14][CH2:13]1.C(=O)([O-])[O-].[K+].[K+], predict the reaction product. The product is: [Cl:11][C:9]1[CH:8]=[CH:7][C:5]2[N:6]=[C:2]([N:12]3[CH2:17][CH2:16][NH:15][CH2:14][CH2:13]3)[S:3][C:4]=2[CH:10]=1. (4) Given the reactants [CH2:1]([C:3]1[CH:8]=[C:7]([O:9]COCC[Si](C)(C)C)[C:6]([F:18])=[CH:5][C:4]=1[C:19]1[N:24]=[C:23]2[N:25](COCC[Si](C)(C)C)[N:26]=[C:27]([C:28](O)=[O:29])[C:22]2=[C:21]([NH:39][CH2:40][C:41]2[CH:46]=[CH:45][CH:44]=[CH:43][C:42]=2[N:47]([CH3:57])[S:48]([C:51]2[CH:56]=[CH:55][CH:54]=[CH:53][CH:52]=2)(=[O:50])=[O:49])[N:20]=1)[CH3:2].C[N:59]1CCOCC1.C(OC(Cl)=O)C(C)C.N, predict the reaction product. The product is: [CH2:1]([C:3]1[CH:8]=[C:7]([OH:9])[C:6]([F:18])=[CH:5][C:4]=1[C:19]1[N:24]=[C:23]2[NH:25][N:26]=[C:27]([C:28]([NH2:59])=[O:29])[C:22]2=[C:21]([NH:39][CH2:40][C:41]2[CH:46]=[CH:45][CH:44]=[CH:43][C:42]=2[N:47]([CH3:57])[S:48]([C:51]2[CH:52]=[CH:53][CH:54]=[CH:55][CH:56]=2)(=[O:49])=[O:50])[N:20]=1)[CH3:2]. (5) Given the reactants [NH2:1][C:2]1[O:3][CH2:4][C@@:5]2([N:28]=1)[C:18]1[CH:17]=[C:16]([OH:19])[CH:15]=[C:14]([F:20])[C:13]=1[O:12][C:11]1[C:6]2=[CH:7][C:8]([C:21]2[C:22]([F:27])=[N:23][CH:24]=[CH:25][CH:26]=2)=[CH:9][CH:10]=1.C(N(CC)CC)C.[F:36][C:37]([F:56])([F:55])[S:38](N(C1C=CC=CC=1)[S:38]([C:37]([F:56])([F:55])[F:36])(=[O:40])=[O:39])(=[O:40])=[O:39], predict the reaction product. The product is: [F:36][C:37]([F:56])([F:55])[S:38]([O:19][C:16]1[CH:17]=[C:18]2[C:13]([O:12][C:11]3[CH:10]=[CH:9][C:8]([C:21]4[C:22]([F:27])=[N:23][CH:24]=[CH:25][CH:26]=4)=[CH:7][C:6]=3[C@:5]32[CH2:4][O:3][C:2]([NH2:1])=[N:28]3)=[C:14]([F:20])[CH:15]=1)(=[O:40])=[O:39]. (6) Given the reactants [CH3:1][N:2]([CH2:24][C:25](=[O:40])[NH:26][C:27]1[CH:32]=[CH:31][C:30]([O:33][C:34]2[CH:39]=[CH:38][CH:37]=[CH:36][CH:35]=2)=[CH:29][CH:28]=1)[CH2:3][CH2:4][CH2:5][N:6]([CH2:13][C:14]1[CH:23]=[CH:22][C:17]([C:18]([O:20]C)=[O:19])=[CH:16][CH:15]=1)[CH2:7][C:8]1[NH:9][CH:10]=[CH:11][CH:12]=1.[OH-].[Li+], predict the reaction product. The product is: [CH3:1][N:2]([CH2:24][C:25](=[O:40])[NH:26][C:27]1[CH:28]=[CH:29][C:30]([O:33][C:34]2[CH:35]=[CH:36][CH:37]=[CH:38][CH:39]=2)=[CH:31][CH:32]=1)[CH2:3][CH2:4][CH2:5][N:6]([CH2:13][C:14]1[CH:23]=[CH:22][C:17]([C:18]([OH:20])=[O:19])=[CH:16][CH:15]=1)[CH2:7][C:8]1[NH:9][CH:10]=[CH:11][CH:12]=1. (7) The product is: [O:8]1[CH:9]=[CH:10][CH:11]=[C:7]1[C:5]1[N:15]([C:17]2[CH:25]=[CH:24][CH:23]=[CH:22][C:18]=2[C:19]([OH:21])=[O:20])[N:16]=[C:3]([C:2]([F:14])([F:13])[F:1])[CH:4]=1. Given the reactants [F:1][C:2]([F:14])([F:13])[C:3](=O)[CH2:4][C:5]([C:7]1[O:8][CH:9]=[CH:10][CH:11]=1)=O.[NH:15]([C:17]1[CH:25]=[CH:24][CH:23]=[CH:22][C:18]=1[C:19]([OH:21])=[O:20])[NH2:16], predict the reaction product. (8) Given the reactants [OH:1][C:2]1[CH:9]=[CH:8][C:5]([CH:6]=[O:7])=[CH:4][CH:3]=1.[H][H].C1(C)C=CC(S(O[CH2:22][C:23]([F:28])([F:27])[CH:24]([F:26])[F:25])(=O)=O)=CC=1, predict the reaction product. The product is: [F:27][C:23]([F:28])([CH:24]([F:26])[F:25])[CH2:22][O:1][C:2]1[CH:9]=[CH:8][C:5]([CH:6]=[O:7])=[CH:4][CH:3]=1. (9) Given the reactants ClC1C=C(C2ON=C(CP(=O)(OCC)OCC)N=2)C=CC=1.[NH2:22][C:23](=[N:33][O:34][C:35]([C:37]1[CH:42]=[CH:41][CH:40]=[C:39]([CH3:43])[N:38]=1)=O)[CH2:24][P:25](=[O:32])([O:29][CH2:30][CH3:31])[O:26][CH2:27][CH3:28], predict the reaction product. The product is: [CH3:43][C:39]1[N:38]=[C:37]([C:35]2[O:34][N:33]=[C:23]([CH2:24][P:25](=[O:32])([O:29][CH2:30][CH3:31])[O:26][CH2:27][CH3:28])[N:22]=2)[CH:42]=[CH:41][CH:40]=1.